Dataset: Reaction yield outcomes from USPTO patents with 853,638 reactions. Task: Predict the reaction yield, written as a fraction of the theoretical maximum amount of product (1.0 means a 100% yield; for example, 0.34 means a 34% yield). (1) The reactants are [Cl:1][C:2]1[N:3]=[C:4]([C:9]2[CH:10]=[N:11][CH:12]=[CH:13][CH:14]=2)[S:5][C:6]=1[NH:7][CH3:8].N1C=CC=CC=1.[CH3:21][CH:22]([CH2:26][S:27][CH3:28])[C:23](Cl)=[O:24]. The catalyst is ClC(Cl)C.O. The product is [Cl:1][C:2]1[N:3]=[C:4]([C:9]2[CH:10]=[N:11][CH:12]=[CH:13][CH:14]=2)[S:5][C:6]=1[N:7]([CH3:8])[C:23](=[O:24])[CH:22]([CH3:21])[CH2:26][S:27][CH3:28]. The yield is 0.840. (2) The reactants are Cl[C:2]([O:4][CH:5]([CH3:7])[CH3:6])=[O:3].[CH3:8][O:9][C:10]([C:12]1[C:17]([NH2:18])=[CH:16][CH:15]=[C:14]([Cl:19])[N:13]=1)=[O:11].N1C=CC=CC=1. The catalyst is ClCCl. The product is [CH3:8][O:9][C:10]([C:12]1[C:17]([NH:18][C:2]([O:4][CH:5]([CH3:7])[CH3:6])=[O:3])=[CH:16][CH:15]=[C:14]([Cl:19])[N:13]=1)=[O:11]. The yield is 0.820. (3) The reactants are [CH3:1][S:2]([NH:5][C:6]1[CH:27]=[CH:26][C:9]([C:10]([NH:12][C:13]2[CH:18]=[CH:17][C:16]([O:19]C)=[C:15]([NH:21][S:22]([CH3:25])(=[O:24])=[O:23])[CH:14]=2)=[O:11])=[CH:8][C:7]=1[O:28]C)(=[O:4])=[O:3].B(Br)(Br)Br.CO. The catalyst is C(Cl)Cl. The product is [OH:28][C:7]1[CH:8]=[C:9]([CH:26]=[CH:27][C:6]=1[NH:5][S:2]([CH3:1])(=[O:3])=[O:4])[C:10]([NH:12][C:13]1[CH:18]=[CH:17][C:16]([OH:19])=[C:15]([NH:21][S:22]([CH3:25])(=[O:23])=[O:24])[CH:14]=1)=[O:11]. The yield is 0.150. (4) The reactants are [C:1]([O:5][C@@H:6]([C:11]1[C:40]([CH3:41])=[CH:39][C:38]2=[N:42][C:35]3=[CH:36][N:37]2[C:12]=1[N:13]1[CH2:47][CH2:46][C:16]([CH3:48])([O:17][CH2:18][CH:19]=[CH:20][CH2:21][C@H:22]([CH3:45])[O:23][C:24]2[C:25]([F:44])=[CH:26][CH:27]=[CH:28][C:29]=2[C:30]2[CH:43]=[C:34]3[CH:33]=[CH:32][CH:31]=2)[CH2:15][CH2:14]1)[C:7]([O:9]C)=[O:8])([CH3:4])([CH3:3])[CH3:2].C(O[C@@H](C1C(C)=CC2=NC3=C(Cl)N2C=1N1CCC(C)(OCCCC[C@H](C)OC2C=CC(C)=CC=2C2C=C3C=CC=2)CC1)C(O)=O)(C)(C)C. No catalyst specified. The product is [C:1]([O:5][C@@H:6]([C:11]1[C:40]([CH3:41])=[CH:39][C:38]2=[N:42][C:35]3=[CH:36][N:37]2[C:12]=1[N:13]1[CH2:14][CH2:15][C:16]([CH3:48])([O:17][CH2:18][CH:19]=[CH:20][CH2:21][C@H:22]([CH3:45])[O:23][C:24]2[C:25]([F:44])=[CH:26][CH:27]=[CH:28][C:29]=2[C:30]2[CH:43]=[C:34]3[CH:33]=[CH:32][CH:31]=2)[CH2:46][CH2:47]1)[C:7]([OH:9])=[O:8])([CH3:4])([CH3:2])[CH3:3]. The yield is 0.950. (5) The reactants are [OH:1][C:2]1[CH:9]=[CH:8][C:5]([CH:6]=[O:7])=[CH:4][CH:3]=1.[I:10]N1C(=O)CCC1=O. The catalyst is CC(O)=O. The product is [OH:1][C:2]1[CH:9]=[CH:8][C:5]([CH:6]=[O:7])=[CH:4][C:3]=1[I:10]. The yield is 0.500. (6) The catalyst is [Pd].C(O)C.CCOC(C)=O. The yield is 0.640. The product is [NH2:1][C:2]1[N:7]=[C:6]([NH:8][C:9]2[CH:14]=[CH:13][C:12]([S:15][C:16]3[CH:17]=[CH:18][N:19]=[CH:20][CH:21]=3)=[C:11]([F:22])[CH:10]=2)[CH:5]=[C:4]([C:23]2[CH:28]=[CH:27][CH:26]=[C:25]([NH2:29])[CH:24]=2)[N:3]=1. The reactants are [NH2:1][C:2]1[N:7]=[C:6]([NH:8][C:9]2[CH:14]=[CH:13][C:12]([S:15][C:16]3[CH:21]=[CH:20][N:19]=[CH:18][CH:17]=3)=[C:11]([F:22])[CH:10]=2)[CH:5]=[C:4]([C:23]2[CH:28]=[CH:27][CH:26]=[C:25]([N+:29]([O-])=O)[CH:24]=2)[N:3]=1.[H][H].